From a dataset of Full USPTO retrosynthesis dataset with 1.9M reactions from patents (1976-2016). Predict the reactants needed to synthesize the given product. (1) Given the product [F:37][C:51]1[CH:50]=[CH:49][C:48]([NH:44][C:67](=[O:66])[CH2:68][C:71]([NH:1][C:2]2[CH:28]=[CH:27][C:5]([O:6][C:7]3[CH:12]=[CH:11][N:10]=[C:9]([NH:13][C:14]([N:16]4[CH2:21][CH2:20][CH:19]([N:22]5[CH2:26][CH2:25][CH2:24][CH2:23]5)[CH2:18][CH2:17]4)=[O:15])[CH:8]=3)=[CH:4][C:3]=2[Cl:29])=[O:72])=[CH:47][CH:52]=1, predict the reactants needed to synthesize it. The reactants are: [NH2:1][C:2]1[CH:28]=[CH:27][C:5]([O:6][C:7]2[CH:12]=[CH:11][N:10]=[C:9]([NH:13][C:14]([N:16]3[CH2:21][CH2:20][CH:19]([N:22]4[CH2:26][CH2:25][CH2:24][CH2:23]4)[CH2:18][CH2:17]3)=[O:15])[CH:8]=2)=[CH:4][C:3]=1[Cl:29].C(N(CC)CC)C.[F:37][P-](F)(F)(F)(F)F.[N:44]1(O[P+](N(C)C)(N(C)C)N(C)C)[C:48]2[CH:49]=[CH:50][CH:51]=[CH:52][C:47]=2N=N1.C([O:66][CH2:67][CH3:68])C.CN(C)[CH:71]=[O:72]. (2) Given the product [CH3:1][NH:2][C:3]1[C:8]([NH2:9])=[CH:7][CH:6]=[CH:5][C:4]=1[NH2:12], predict the reactants needed to synthesize it. The reactants are: [CH3:1][NH:2][C:3]1[C:8]([N+:9]([O-])=O)=[CH:7][CH:6]=[CH:5][C:4]=1[N+:12]([O-])=O. (3) Given the product [Cl:23][C:21]1[CH:20]=[CH:19][C:18]([NH:24][C:25]([C:27]2[CH:32]=[CH:31][CH:30]=[C:29]([C:37]3[CH:36]=[N:35][C:44]4[C:39]([CH:38]=3)=[CH:40][CH:41]=[CH:42][CH:43]=4)[CH:28]=2)=[O:26])=[C:17]([CH:22]=1)[C:16]([O:15][CH3:14])=[O:34], predict the reactants needed to synthesize it. The reactants are: C1(C)C=CC=CC=1.C(=O)([O-])[O-].[Na+].[Na+].[CH3:14][O:15][C:16](=[O:34])[C:17]1[CH:22]=[C:21]([Cl:23])[CH:20]=[CH:19][C:18]=1[NH:24][C:25]([C:27]1[CH:32]=[CH:31][CH:30]=[C:29](I)[CH:28]=1)=[O:26].[N:35]1[C:44]2[C:39](=[CH:40][CH:41]=[CH:42][CH:43]=2)[CH:38]=[C:37](B(O)O)[CH:36]=1. (4) Given the product [Cl:1][C:2]1[CH:7]=[CH:6][C:5]([S:8]([N:26]2[CH2:27][CH2:28][N:23]([CH3:22])[CH2:24][CH2:25]2)(=[O:10])=[O:9])=[CH:4][C:3]=1[N+:12]([O-:14])=[O:13], predict the reactants needed to synthesize it. The reactants are: [Cl:1][C:2]1[CH:7]=[CH:6][C:5]([S:8](Cl)(=[O:10])=[O:9])=[CH:4][C:3]=1[N+:12]([O-:14])=[O:13].C(N(CC)CC)C.[CH3:22][N:23]1[CH2:28][CH2:27][NH:26][CH2:25][CH2:24]1. (5) Given the product [N:9]1[C:8]2[C:21](=[CH:2][CH:3]=[CH:4][CH:5]=2)[CH:20]=[CH:19][C:18]=1[C:25]1[C:26]([C:31]2[N:36]=[C:35]([C:37]3[CH:42]=[CH:41][C:40]([CH3:43])=[CH:39][CH:38]=3)[N:34]=[C:33]([C:44]3[CH:49]=[CH:48][C:47]([CH3:50])=[CH:46][CH:45]=3)[N:32]=2)=[CH:27][C:28]([C:15]2[CH:10]=[CH:11][CH:12]=[C:13]([C:2]3[CH:7]=[CH:6][C:5]([C:8]4[CH:17]=[CH:16][C:15]5[C:10](=[CH:11][CH:12]=[CH:13][CH:14]=5)[N:9]=4)=[CH:4][CH:3]=3)[CH:14]=2)=[CH:29][CH:24]=1, predict the reactants needed to synthesize it. The reactants are: Br[C:2]1[CH:7]=[CH:6][C:5]([C:8]2[CH:17]=[CH:16][C:15]3[C:10](=[CH:11][CH:12]=[CH:13][CH:14]=3)[N:9]=2)=[CH:4][CH:3]=1.[CH2:18]([Li])[CH2:19][CH2:20][CH3:21].Br[C:24]1[CH:25]=[C:26]([C:31]2[N:36]=[C:35]([C:37]3[CH:42]=[CH:41][C:40]([CH3:43])=[CH:39][CH:38]=3)[N:34]=[C:33]([C:44]3[CH:49]=[CH:48][C:47]([CH3:50])=[CH:46][CH:45]=3)[N:32]=2)[CH:27]=[C:28](Br)[CH:29]=1. (6) Given the product [F:30][C:27]([F:28])([F:29])[C:26]([CH2:25][C:11]1[NH:10][C:18]2[C:13]([CH:12]=1)=[CH:14][C:15]([C:19]1[CH:20]=[N:21][CH:22]=[CH:23][CH:24]=1)=[CH:16][CH:17]=2)([OH:45])[CH2:31][C:32]([C:35]1[C:43]2[O:42][CH2:41][CH2:40][C:39]=2[CH:38]=[C:37]([F:44])[CH:36]=1)([CH3:34])[CH3:33], predict the reactants needed to synthesize it. The reactants are: C1(S([N:10]2[C:18]3[C:13](=[CH:14][C:15]([C:19]4[CH:20]=[N:21][CH:22]=[CH:23][CH:24]=4)=[CH:16][CH:17]=3)[CH:12]=[C:11]2[CH2:25][C:26]([OH:45])([CH2:31][C:32]([C:35]2[C:43]3[O:42][CH2:41][CH2:40][C:39]=3[CH:38]=[C:37]([F:44])[CH:36]=2)([CH3:34])[CH3:33])[C:27]([F:30])([F:29])[F:28])(=O)=O)C=CC=CC=1.[F-].C([N+](CCCC)(CCCC)CCCC)CCC. (7) Given the product [CH2:24]([C:25]1[N:2]([CH3:1])[C:3]([C@H:5]2[CH2:9][CH2:8][C@H:7]([NH:10][C:11](=[O:17])[O:12][C:13]([CH3:14])([CH3:15])[CH3:16])[CH2:6]2)=[N:28][N:27]=1)[C:18]1[CH:23]=[CH:22][CH:21]=[CH:20][CH:19]=1, predict the reactants needed to synthesize it. The reactants are: [CH3:1][NH:2][C:3]([C@H:5]1[CH2:9][CH2:8][C@H:7]([NH:10][C:11](=[O:17])[O:12][C:13]([CH3:16])([CH3:15])[CH3:14])[CH2:6]1)=S.[C:18]1([CH2:24][C:25]([NH:27][NH2:28])=O)[CH:23]=[CH:22][CH:21]=[CH:20][CH:19]=1.C([O-])(=O)C.